This data is from Drug-target binding data from BindingDB using IC50 measurements. The task is: Regression. Given a target protein amino acid sequence and a drug SMILES string, predict the binding affinity score between them. We predict pIC50 (pIC50 = -log10(IC50 in M); higher means more potent). Dataset: bindingdb_ic50. (1) The compound is COc1cccc(-c2cc(COC(C)(C)C(=O)O)nn2-c2ccccc2OC)c1. The target protein (P53985) has sequence MPPAVGGPVGYTPPDGGWGWAVVIGAFISIGFSYAFPKSITVFFKEIEGIFHATTSEVSWISSIMLAVMYGGGPISSILVNKYGSRIVMIVGGCLSGCGLIAASFCNTVQQLYVCIGVIGGLGLAFNLNPALTMIGKYFYKRRPLANGLAMAGSPVFLCTLAPLNQVFFGIFGWRGSFLILGGLLLNCCVAGALMRPIGPKPTKAGKDKSKASLEKAGKSGVKKDLHDANTDLIGRHPKQEKRSVFQTINQFLDLTLFTHRGFLLYLSGNVIMFFGLFAPLVFLSSYGKSQHYSSEKSAFLLSILAFVDMVARPSMGLVANTKPIRPRIQYFFAASVVANGVCHMLAPLSTTYVGFCVYAGFFGFAFGWLSSVLFETLMDLVGPQRFSSAVGLVTIVECCPVLLGPPLLGRLNDMYGDYKYTYWACGVVLIISGIYLFIGMGINYRLLAKEQKANEQKKESKEEETSIDVAGKPNEVTKAAESPDQKDTDGGPKEEESPV.... The pIC50 is 4.2. (2) The compound is Cn1cncc1-c1c2c(=O)n(CC#CCN3CCOCC3)c(=O)n(CC3CC3)c2nn1Cc1ccnc2ccc(Cl)cc12. The target protein (Q9ZLT0) has sequence MKIGVFDSGVGGFSVLKSLLKARLFDEIIYYGDSARVPYGTKDPTTIKQFGLEALDFFKPHEIELLIVACNTASALALEEMQKYSKIPIVGVIEPSILAIKRQVEDKNAPILVLGTKATIQSNAYDNALKQQGYLNISHLATSLFVPLIEESILEGELLETCMHYYFTPLEILPEVIILGCTHFPLIAQKIEGYFMGHFALPTPPLLIHSGDAIVEYLQQKYALKNNACTFPKVEFHASGDVIWLERQAKEWLKL. The pIC50 is 6.8. (3) The compound is CC(c1ccccc1)c1cc(O)n(-c2cc(C(=O)O)ccn2)n1. The target protein (Q8NHM5) has sequence MAGPQMGGSAEDHPPRKRHAAEKQKKKTVIYTKCFEFESATQRPIDRQRYDENEDLSDVEEIVSVRGFSLEEKLRSQLYQGDFVHAMEGKDFNYEYVQREALRVPLIFREKDGLGIKMPDPDFTVRDVKLLVGSRRLVDVMDVNTQKGTEMSMSQFVRYYETPEAQRDKLYNVISLEFSHTKLEHLVKRPTVVDLVDWVDNMWPQHLKEKQTEATNAIAEMKYPKVKKYCLMSVKGCFTDFHIDFGGTSVWYHVFRGGKIFWLIPPTLHNLALYEEWVLSGKQSDIFLGDRVERCQRIELKQGYTFFIPSGWIHAVYTPVDSLVFGGNILHSFNVPMQLRIYEIEDRTRVQPKFRYPFYYEMCWYVLERYVYCVTQRSHLTQEYQRESMLIDAPRKPSIDGFSSDSWLEMEEEACDQQPQEEEEKDEEGEGRDRAPKPPTDGSTSPTSTPSEDQEALGKKPKAPALRFLKRTLSNESEESVKSTTLAVDYPKTPTGSPAT.... The pIC50 is 7.0. (4) The drug is C[C@@H](O)[C@H]1NC(=O)[C@H](CCCCN)NC(=O)[C@@H](Cc2c[nH]c3ccccc23)NC(=O)[C@H](Cc2ccccc2)NC(=O)[C@@H](N)CSC[C@H](C(=O)O)NC1=O. The target protein (P30938) has sequence MEPLSLASTPSWNASAASSGNHNWSLVGSASPMGARAVLVPVLYLLVCTVGLSGNTLVIYVVLRHAKMKTVTNVYILNLAVADVLFMLGLPFLATQNAVVSYWPFGSFLCRLVMTLDGINQFTSIFCLMVMSVDRYLAVVHPLRSARWRRPRVAKMASAAVWVFSLLMSLPLLVFADVQEGWGTCNLSWPEPVGLWGAAFITYTSVLGFFGPLLVICLCYLLIVVKVKAAGMRVGSSRRRRSEPKVTRMVVVVVLVFVGCWLPFFIVNIVNLAFTLPEEPTSAGLYFFVVVLSYANSCANPLLYGFLSDNFRQSFRKVLCLRRGYGMEDADAIEPRPDKSGRPQATLPTRSCEANGLMQTSRI. The pIC50 is 6.3. (5) The small molecule is CS(=O)(=O)c1ccccc1-c1ccc(N2CCO[C@H]([C@@H](O)C(=O)Nc3ccc(C(=N)N)cc3)C2=O)cc1. The pIC50 is 8.0. The target protein (P00740) has sequence MQRVNMIMAESPGLITICLLGYLLSAECTVFLDHENANKILNRPKRYNSGKLEEFVQGNLERECMEEKCSFEEAREVFENTERTTEFWKQYVDGDQCESNPCLNGGSCKDDINSYECWCPFGFEGKNCELDVTCNIKNGRCEQFCKNSADNKVVCSCTEGYRLAENQKSCEPAVPFPCGRVSVSQTSKLTRAETVFPDVDYVNSTEAETILDNITQSTQSFNDFTRVVGGEDAKPGQFPWQVVLNGKVDAFCGGSIVNEKWIVTAAHCVETGVKITVVAGEHNIEETEHTEQKRNVIRIIPHHNYNAAINKYNHDIALLELDEPLVLNSYVTPICIADKEYTNIFLKFGSGYVSGWGRVFHKGRSALVLQYLRVPLVDRATCLRSTKFTIYNNMFCAGFHEGGRDSCQGDSGGPHVTEVEGTSFLTGIISWGEECAMKGKYGIYTKVSRYVNWIKEKTKLT. (6) The compound is COc1ccc(CN2CCc3c(sc(NC(=O)c4cc(OCCN)ccc4Cl)c3C#N)C2)cc1. The target protein sequence is MKLTIHEIAQVVGAKNDISIFEDTQLEKAEFDSRLIGTGDLFVPLKGARDGHDFIETAFENGAAVTLSEKEVSNHPYILVDDVLTAFQSLASYYLEKTTVDVFAVTGSNGKTTTKDMLAHLLSTRYKTYKTQGNYNNEIGLPYTVLHMPEGTEKLVLEMGQDHLGDIHLLSELARPKTAIVTLVGEAHLAFFKDRSEIAKGKMQIADGMASGSLLLAPADPIVEDYLPTDKKVVRFGQGAELEITDLVERKDSLTFKANFLEQVLDLPVTGKYNATNAMIASYVALQEGVSEEQIHQAFQDLELTRNRTEWKKAANGADILSDVYNANPTAMKLILETFSAIPANEGGKKIAVLADMKELGNQSVQLHNQMILSLSPDVLDTVIFYGEDIAELAQLASQMFPIGHVYYFKKTEDQDQFEDLVKQVKESLSANDQILLKGSNSMNLAMLVESLENETK. The pIC50 is 3.9. (7) The drug is C#CCCC[C@@H]1OC(=O)[C@H]1c1cc(OC)c(OC)c(OC)c1. The target protein sequence is MLLHSFSRFKLLRGFLSLAAANYAMKHLPLFSTAVENFALFPRLPNSTQAEAFLTSRSLMLRVARCDVCGEEVTIPFKCKYCGGTFCAEHRLPENHDCDGLDEYWNVPVNVKRRLSPQPARRSRNIGLMKYGANNTVLIICTILFFISIVAPYEMVEIFALHPRLDVLLAMPWQLITSMFLHVEFWHFFVNMFVLLFFGTELERRLGDRKYLEIFFVSGLAGNVGYIAYSYAVGSFAPALGASAAIFGVMGCLAIIAPEIRIIIFPIPIPINIRTALLLFAAYDFWMMVASYMGLFYTNVANIAHLAGLAVGLYYGKRLGRRKVRYDFYF. The pIC50 is 5.3.